From a dataset of Peptide-MHC class II binding affinity with 134,281 pairs from IEDB. Regression. Given a peptide amino acid sequence and an MHC pseudo amino acid sequence, predict their binding affinity value. This is MHC class II binding data. (1) The peptide sequence is SRKECPFSNRVWNSF. The MHC is DRB5_0101 with pseudo-sequence DRB5_0101. The binding affinity (normalized) is 0. (2) The peptide sequence is RHNWVNHAVPLAMKLI. The MHC is DRB4_0101 with pseudo-sequence DRB4_0103. The binding affinity (normalized) is 0.334. (3) The peptide sequence is KKDMQSEAQLALTIISL. The MHC is DRB3_0101 with pseudo-sequence DRB3_0101. The binding affinity (normalized) is 0.365. (4) The peptide sequence is LQSLGAEIAVEQAAL. The MHC is DRB1_1101 with pseudo-sequence DRB1_1101. The binding affinity (normalized) is 0.140. (5) The peptide sequence is SVVVQDPKNVYQRGTHHHHHH. The MHC is DRB1_1301 with pseudo-sequence DRB1_1301. The binding affinity (normalized) is 0.756. (6) The MHC is DRB1_0301 with pseudo-sequence DRB1_0301. The binding affinity (normalized) is 0.653. The peptide sequence is NELNYILWENNIKLT. (7) The peptide sequence is GQNYTYKWETFLTRE. The MHC is DRB1_0401 with pseudo-sequence DRB1_0401. The binding affinity (normalized) is 0.0570. (8) The peptide sequence is ENVKMEDVGYPIIID. The MHC is DRB1_1602 with pseudo-sequence DRB1_1602. The binding affinity (normalized) is 0.252.